Dataset: Full USPTO retrosynthesis dataset with 1.9M reactions from patents (1976-2016). Task: Predict the reactants needed to synthesize the given product. (1) Given the product [CH2:19]([O:26][C:27]1[CH:36]=[C:35]2[C:30]([C:31]([O:12][C:10]3[CH:9]=[CH:8][C:4]4[NH:5][CH2:6][CH2:7][O:2][C:3]=4[CH:11]=3)=[CH:32][CH:33]=[N:34]2)=[CH:29][C:28]=1[O:38][CH3:39])[C:20]1[CH:21]=[CH:22][CH:23]=[CH:24][CH:25]=1, predict the reactants needed to synthesize it. The reactants are: Cl.[O:2]1[CH2:7][CH2:6][NH:5][C:4]2[CH:8]=[CH:9][C:10]([OH:12])=[CH:11][C:3]1=2.C(=O)([O-])[O-].[Cs+].[Cs+].[CH2:19]([O:26][C:27]1[CH:36]=[C:35]2[C:30]([C:31](Cl)=[CH:32][CH:33]=[N:34]2)=[CH:29][C:28]=1[O:38][CH3:39])[C:20]1[CH:25]=[CH:24][CH:23]=[CH:22][CH:21]=1. (2) Given the product [NH2:3][C:8]1[N:13]=[C:12]([CH2:14][CH2:15][CH2:16][O:17][C:18]2[CH:19]=[CH:20][C:21]([NH:24][C:25]([C:27]3[C:28]([C:34]4[CH:35]=[CH:36][C:37]([C:40]([F:43])([F:41])[F:42])=[CH:38][CH:39]=4)=[CH:29][C:30]([CH3:33])=[CH:31][CH:32]=3)=[O:26])=[CH:22][CH:23]=2)[CH:11]=[CH:10][CH:9]=1, predict the reactants needed to synthesize it. The reactants are: CC1[N:3]([C:8]2[N:13]=[C:12]([CH2:14][CH2:15][CH2:16][O:17][C:18]3[CH:23]=[CH:22][C:21]([NH:24][C:25]([C:27]4[C:28]([C:34]5[CH:39]=[CH:38][C:37]([C:40]([F:43])([F:42])[F:41])=[CH:36][CH:35]=5)=[CH:29][C:30]([CH3:33])=[CH:31][CH:32]=4)=[O:26])=[CH:20][CH:19]=3)[CH:11]=[CH:10][CH:9]=2)C(C)=CC=1.Cl.NO.C(N(CC)CC)C.